From a dataset of Peptide-MHC class II binding affinity with 134,281 pairs from IEDB. Regression. Given a peptide amino acid sequence and an MHC pseudo amino acid sequence, predict their binding affinity value. This is MHC class II binding data. (1) The peptide sequence is FTVQEMVALSGAHTL. The MHC is HLA-DQA10301-DQB10302 with pseudo-sequence HLA-DQA10301-DQB10302. The binding affinity (normalized) is 0.251. (2) The peptide sequence is VVAVDIKEKGKDKWI. The MHC is DRB1_0401 with pseudo-sequence DRB1_0401. The binding affinity (normalized) is 0.0419. (3) The peptide sequence is AAGDGNIVAVDIKPK. The MHC is HLA-DPA10301-DPB10402 with pseudo-sequence HLA-DPA10301-DPB10402. The binding affinity (normalized) is 0.184. (4) The peptide sequence is ALSRVQSMFLGTGGS. The MHC is HLA-DQA10301-DQB10302 with pseudo-sequence HLA-DQA10301-DQB10302. The binding affinity (normalized) is 0.228.